Dataset: Reaction yield outcomes from USPTO patents with 853,638 reactions. Task: Predict the reaction yield, written as a fraction of the theoretical maximum amount of product (1.0 means a 100% yield; for example, 0.34 means a 34% yield). (1) The reactants are [NH2:1][C:2]1[C:3](F)=[CH:4][C:5]([Br:18])=[C:6]([N:8]2[C:12](=[O:13])[N:11]([CH:14]([F:16])[F:15])[C:10]([CH3:17])=[N:9]2)[CH:7]=1.CCO[C:23]([S-:25])=[S:24].[K+].Cl. The catalyst is CN(C)C=O. The product is [Br:18][C:5]1[C:6]([N:8]2[C:12](=[O:13])[N:11]([CH:14]([F:16])[F:15])[C:10]([CH3:17])=[N:9]2)=[CH:7][C:2]2[N:1]=[C:23]([SH:25])[S:24][C:3]=2[CH:4]=1. The yield is 0.480. (2) The reactants are [Cl:1][C:2]1[CH:3]=[C:4]([NH:9][C:10]([C:12]2[C:13]([CH2:17][CH2:18][CH2:19]CS([O-])(=O)=O)=[N:14][O:15][N:16]=2)=[O:11])[CH:5]=[CH:6][C:7]=1[F:8].CCN(C(C)C)C(C)C.[NH:34]1[CH2:39][CH2:38][O:37][CH2:36][CH2:35]1. The catalyst is C(#N)C. The product is [Cl:1][C:2]1[CH:3]=[C:4]([NH:9][C:10]([C:12]2[C:13]([CH2:17][CH2:18][CH2:19][N:34]3[CH2:39][CH2:38][O:37][CH2:36][CH2:35]3)=[N:14][O:15][N:16]=2)=[O:11])[CH:5]=[CH:6][C:7]=1[F:8]. The yield is 0.540. (3) The reactants are [C:1]([C:5]1[CH:10]=[CH:9][C:8]([C:11]2[CH:16]=[C:15](/[CH:17]=[CH:18]/[CH2:19][O:20][C:21]3[CH:26]=[CH:25][C:24]([CH2:27][C@H:28]([O:34][CH2:35][CH3:36])[C:29]([O:31]CC)=[O:30])=[CH:23][CH:22]=3)[CH:14]=[C:13]([C:37]3[CH:42]=[CH:41][C:40]([C:43]([CH3:46])([CH3:45])[CH3:44])=[CH:39][CH:38]=3)[CH:12]=2)=[CH:7][CH:6]=1)([CH3:4])([CH3:3])[CH3:2].[OH-].[Na+]. No catalyst specified. The product is [C:1]([C:5]1[CH:6]=[CH:7][C:8]([C:11]2[CH:16]=[C:15](/[CH:17]=[CH:18]/[CH2:19][O:20][C:21]3[CH:26]=[CH:25][C:24]([CH2:27][C@H:28]([O:34][CH2:35][CH3:36])[C:29]([OH:31])=[O:30])=[CH:23][CH:22]=3)[CH:14]=[C:13]([C:37]3[CH:42]=[CH:41][C:40]([C:43]([CH3:44])([CH3:46])[CH3:45])=[CH:39][CH:38]=3)[CH:12]=2)=[CH:9][CH:10]=1)([CH3:4])([CH3:2])[CH3:3]. The yield is 0.860. (4) The reactants are [C:1]([C:5]1[C:13]2[C:8](=[CH:9][CH:10]=[C:11]([N+:14]([O-])=O)[CH:12]=2)[NH:7][CH:6]=1)([CH3:4])([CH3:3])[CH3:2]. The catalyst is CO.[Ni]. The product is [C:1]([C:5]1[C:13]2[C:8](=[CH:9][CH:10]=[C:11]([NH2:14])[CH:12]=2)[NH:7][CH:6]=1)([CH3:4])([CH3:2])[CH3:3]. The yield is 0.190. (5) The reactants are [Cl:1][C:2]1[CH:3]=[CH:4][C:5]([N:8]2[CH2:14][C@@H:13]([CH3:15])[C:12]3=[N:16][N:17]=[C:18]([CH3:19])[N:11]3[C:10]3[CH:20]=[CH:21][C:22](B4OC(C)(C)C(C)(C)O4)=[CH:23][C:9]2=3)=[N:6][CH:7]=1.Br[C:34]1[N:35]=[CH:36][C:37]([NH2:40])=[N:38][CH:39]=1.C([O-])([O-])=O.[Cs+].[Cs+]. The catalyst is O1CCOCC1.O.C1C=CC([P]([Pd]([P](C2C=CC=CC=2)(C2C=CC=CC=2)C2C=CC=CC=2)([P](C2C=CC=CC=2)(C2C=CC=CC=2)C2C=CC=CC=2)[P](C2C=CC=CC=2)(C2C=CC=CC=2)C2C=CC=CC=2)(C2C=CC=CC=2)C2C=CC=CC=2)=CC=1. The product is [Cl:1][C:2]1[CH:3]=[CH:4][C:5]([N:8]2[CH2:14][C@@H:13]([CH3:15])[C:12]3=[N:16][N:17]=[C:18]([CH3:19])[N:11]3[C:10]3[CH:20]=[CH:21][C:22]([C:34]4[N:35]=[CH:36][C:37]([NH2:40])=[N:38][CH:39]=4)=[CH:23][C:9]2=3)=[N:6][CH:7]=1. The yield is 0.590. (6) The reactants are [CH3:1][C@H:2]1[CH2:6][CH2:5][CH2:4][N:3]1[C:7]1[N:12]=[C:11]([C:13]([F:16])([F:15])[F:14])[C:10]([N+:17]([O-])=O)=[CH:9][CH:8]=1.[BH4-].[Na+]. The catalyst is CO. The product is [CH3:1][C@H:2]1[CH2:6][CH2:5][CH2:4][N:3]1[C:7]1[N:12]=[C:11]([C:13]([F:16])([F:14])[F:15])[C:10]([NH2:17])=[CH:9][CH:8]=1. The yield is 0.926. (7) The reactants are [CH3:1][O:2][C:3]([C:5]1[S:6][CH:7]=[C:8]([CH2:10][CH2:11][CH2:12][C:13](O)=O)[CH:9]=1)=[O:4].[C:16](Cl)(=O)C(Cl)=O.C(Cl)Cl.[NH2:25][C:26]1[NH:31][C:30](=[O:32])[CH:29]=[C:28]([NH2:33])[N:27]=1. The catalyst is CN(C=O)C. The product is [CH3:1][O:2][C:3]([C:5]1[S:6][CH:7]=[C:8]([CH2:10][CH2:11][CH2:12][C:13]2[NH:33][C:28]3[N:27]=[C:26]([NH2:25])[NH:31][C:30](=[O:32])[C:29]=3[CH:16]=2)[CH:9]=1)=[O:4]. The yield is 0.280. (8) The reactants are [Cl:1][C:2]1[C:6]([NH:7][C:8](=O)[CH3:9])=[CH:5][N:4]([C:11]2[CH:12]=[N:13][CH:14]=[CH:15][CH:16]=2)[N:3]=1.B(F)(F)F.CCOCC.[BH4-].[Na+].Cl.C(=O)(O)[O-].[Na+]. The catalyst is O.C(OCC)(=O)C.O1CCCC1. The product is [Cl:1][C:2]1[C:6]([NH:7][CH2:8][CH3:9])=[CH:5][N:4]([C:11]2[CH:12]=[N:13][CH:14]=[CH:15][CH:16]=2)[N:3]=1. The yield is 0.790.